From a dataset of Reaction yield outcomes from USPTO patents with 853,638 reactions. Predict the reaction yield, written as a fraction of the theoretical maximum amount of product (1.0 means a 100% yield; for example, 0.34 means a 34% yield). (1) The yield is 0.630. The reactants are [CH3:1][C:2]1([CH3:30])[N:6]([CH2:7][CH2:8][NH:9][C:10]2[N:15]=[C:14]([C:16]3[S:17][C:18]4[CH:24]=[CH:23][C:22]([N+:25]([O-])=O)=[CH:21][C:19]=4[CH:20]=3)[CH:13]=[CH:12][N:11]=2)[C:5](=[O:28])[NH:4][C:3]1=[O:29].[H][H]. The catalyst is CO.[Pd]. The product is [CH3:1][C:2]1([CH3:30])[N:6]([CH2:7][CH2:8][NH:9][C:10]2[N:15]=[C:14]([C:16]3[S:17][C:18]4[CH:24]=[CH:23][C:22]([NH2:25])=[CH:21][C:19]=4[CH:20]=3)[CH:13]=[CH:12][N:11]=2)[C:5](=[O:28])[NH:4][C:3]1=[O:29]. (2) The reactants are [CH3:1][C:2]1([CH2:5]O)[CH2:4][CH2:3]1.C1C=C[NH+]=CC=1.[O-][Cr](Cl)(=O)=O.C1COCC1.[C:23]([CH2:25][C:26]([O:28][CH2:29][CH3:30])=[O:27])#[N:24]. The catalyst is C(Cl)Cl.N1CCCCC1.C(O)(=O)C. The product is [CH2:29]([O:28][C:26](=[O:27])[C:25]([C:23]#[N:24])=[CH:5][C:2]1([CH3:1])[CH2:3][CH2:4]1)[CH3:30]. The yield is 0.250. (3) The product is [CH3:1][C:2]([CH3:30])([CH3:29])[CH2:3][CH:4]([C:9]1[C:10]([CH3:28])=[N:11][C:12]([N:22]2[CH2:27][CH2:26][CH2:25][CH2:24][CH2:23]2)=[N:13][C:14]=1[C:15]1[CH:20]=[CH:19][C:18]([CH3:21])=[CH:17][CH:16]=1)[C:5]([OH:7])=[O:6]. The catalyst is CO. The reactants are [CH3:1][C:2]([CH3:30])([CH3:29])[CH2:3][CH:4]([C:9]1[C:10]([CH3:28])=[N:11][C:12]([N:22]2[CH2:27][CH2:26][CH2:25][CH2:24][CH2:23]2)=[N:13][C:14]=1[C:15]1[CH:20]=[CH:19][C:18]([CH3:21])=[CH:17][CH:16]=1)[C:5]([O:7]C)=[O:6].[OH-].[Na+]. The yield is 0.290. (4) The reactants are [F:1][C:2]1[CH:3]=[C:4]([OH:11])[CH:5]=[CH:6][C:7]=1[N+:8]([O-:10])=[O:9].S(OCC)(O[CH2:16][CH3:17])(=O)=O.C([O-])([O-])=O.[K+].[K+]. The catalyst is CN(C=O)C.O. The product is [CH2:16]([O:11][C:4]1[CH:5]=[CH:6][C:7]([N+:8]([O-:10])=[O:9])=[C:2]([F:1])[CH:3]=1)[CH3:17]. The yield is 0.980. (5) The reactants are [F:1][C:2]([F:11])([F:10])[C:3]1[N:8]=[CH:7][N:6]=[C:5](O)[CH:4]=1.P(Cl)(Cl)(Cl)=O.[OH-].[NH4+:18]. No catalyst specified. The product is [F:1][C:2]([F:11])([F:10])[C:3]1[N:8]=[CH:7][N:6]=[C:5]([NH2:18])[CH:4]=1. The yield is 0.140. (6) The catalyst is C1COCC1. The product is [Br:32][CH2:33][CH2:34][N:23]1[C:24]2[CH:29]=[CH:28][CH:27]=[CH:26][C:25]=2[N:21]([C:15]2[CH:16]=[CH:17][CH:18]=[CH:19][CH:20]=2)[S:22]1(=[O:30])=[O:31]. The reactants are N(C(OC(C)C)=O)=NC(OC(C)C)=O.[C:15]1([N:21]2[C:25]3[CH:26]=[CH:27][CH:28]=[CH:29][C:24]=3[NH:23][S:22]2(=[O:31])=[O:30])[CH:20]=[CH:19][CH:18]=[CH:17][CH:16]=1.[Br:32][CH2:33][CH2:34]O.C1(P(C2C=CC=CC=2)C2C=CC=CC=2)C=CC=CC=1. The yield is 0.860. (7) The reactants are [Cl:1][C:2]1[CH:3]=[C:4]2[C:10](I)=[CH:9][N:8]([Si](C(C)C)(C(C)C)C(C)C)[C:5]2=[N:6][CH:7]=1.C([Mg]Cl)(C)C.[CH2:27]([N:29]1[C:33]([CH:34]=[O:35])=[CH:32][C:31]([NH:36][CH2:37][C:38]2[CH:43]=[CH:42][C:41]([F:44])=[CH:40][CH:39]=2)=[N:30]1)[CH3:28]. The catalyst is O1CCCC1. The product is [Cl:1][C:2]1[CH:3]=[C:4]2[C:10]([CH:34]([C:33]3[N:29]([CH2:27][CH3:28])[N:30]=[C:31]([NH:36][CH2:37][C:38]4[CH:43]=[CH:42][C:41]([F:44])=[CH:40][CH:39]=4)[CH:32]=3)[OH:35])=[CH:9][NH:8][C:5]2=[N:6][CH:7]=1. The yield is 0.400.